Dataset: Full USPTO retrosynthesis dataset with 1.9M reactions from patents (1976-2016). Task: Predict the reactants needed to synthesize the given product. (1) Given the product [F:1][C:2]([F:34])([F:33])[C:3]1[CH:4]=[C:5]([C@H:13]2[O:17][C:16](=[O:18])[N:15]([CH2:19][C:20]3[CH:25]=[C:24]([C:26]([F:29])([F:28])[F:27])[CH:23]=[CH:22][C:21]=3[CH2:30][NH:38][CH2:35][CH2:36][CH3:37])[C@H:14]2[CH3:32])[CH:6]=[C:7]([C:9]([F:12])([F:11])[F:10])[CH:8]=1, predict the reactants needed to synthesize it. The reactants are: [F:1][C:2]([F:34])([F:33])[C:3]1[CH:4]=[C:5]([C@H:13]2[O:17][C:16](=[O:18])[N:15]([CH2:19][C:20]3[CH:25]=[C:24]([C:26]([F:29])([F:28])[F:27])[CH:23]=[CH:22][C:21]=3[CH2:30]Br)[C@H:14]2[CH3:32])[CH:6]=[C:7]([C:9]([F:12])([F:11])[F:10])[CH:8]=1.[CH2:35]([NH2:38])[CH2:36][CH3:37].Cl.CCN(C(C)C)C(C)C. (2) Given the product [OH:1][C@@H:2]([C@@H:13]([N:20]1[C:28]2[C:23](=[CH:24][C:25]([O:29][CH2:34][C:33]3[CH:36]=[CH:37][CH:38]=[CH:39][C:32]=3[O:31][CH3:30])=[CH:26][CH:27]=2)[CH:22]=[CH:21]1)[C:14]1[CH:19]=[CH:18][CH:17]=[CH:16][CH:15]=1)[CH2:3][N:4]([CH3:12])[C:5](=[O:11])[O:6][C:7]([CH3:9])([CH3:10])[CH3:8], predict the reactants needed to synthesize it. The reactants are: [OH:1][C@@H:2]([C@@H:13]([N:20]1[C:28]2[C:23](=[CH:24][C:25]([OH:29])=[CH:26][CH:27]=2)[CH:22]=[CH:21]1)[C:14]1[CH:19]=[CH:18][CH:17]=[CH:16][CH:15]=1)[CH2:3][N:4]([CH3:12])[C:5](=[O:11])[O:6][C:7]([CH3:10])([CH3:9])[CH3:8].[CH3:30][O:31][C:32]1[CH:39]=[CH:38][CH:37]=[CH:36][C:33]=1[CH2:34]Cl.C(=O)([O-])[O-].[Cs+].[Cs+]. (3) Given the product [C:17]([C:2]1[CH:3]=[C:4]([O:8][CH:9]([CH2:14][CH3:15])[C:10]([O:12][CH3:13])=[O:11])[CH:5]=[N:6][CH:7]=1)#[N:18], predict the reactants needed to synthesize it. The reactants are: Br[C:2]1[CH:3]=[C:4]([O:8][CH:9]([CH2:14][CH3:15])[C:10]([O:12][CH3:13])=[O:11])[CH:5]=[N:6][CH:7]=1.[Cu][C:17]#[N:18].C(OCC)(=O)C. (4) Given the product [ClH:13].[CH2:1]([O:3][C:4]1[CH:9]=[CH:8][CH:7]=[CH:6][C:5]=1[CH:26]([N:20]1[CH2:19][CH2:18][N:17]2[CH2:21][CH2:22][CH2:23][C@@H:16]2[CH2:15]1)[C:25]([OH:29])=[O:28])[CH3:2], predict the reactants needed to synthesize it. The reactants are: [CH2:1]([O:3][C:4]1[CH:9]=[CH:8][CH:7]=[CH:6][C:5]=1B(O)O)[CH3:2].[ClH:13].Cl.[CH2:15]1[NH:20][CH2:19][CH2:18][N:17]2[CH2:21][CH2:22][CH2:23][C@H:16]12.O.[C:25]([OH:29])(=[O:28])[CH:26]=O.C([O-])([O-])=O.[K+].[K+].